From a dataset of Full USPTO retrosynthesis dataset with 1.9M reactions from patents (1976-2016). Predict the reactants needed to synthesize the given product. (1) The reactants are: [Cl:1][C:2]1[CH:3]=[N:4][C:5]2[N:6]([N:8]=[C:9]([C:11]([OH:13])=O)[CH:10]=2)[CH:7]=1.[CH3:14][CH:15]1[C:24]2[C:19](=[CH:20][CH:21]=[C:22]([CH3:25])[CH:23]=2)[CH2:18][CH2:17][NH:16]1. Given the product [Cl:1][C:2]1[CH:3]=[N:4][C:5]2[N:6]([N:8]=[C:9]([C:11]([N:16]3[CH2:17][CH2:18][C:19]4[C:24](=[CH:23][C:22]([CH3:25])=[CH:21][CH:20]=4)[CH:15]3[CH3:14])=[O:13])[CH:10]=2)[CH:7]=1, predict the reactants needed to synthesize it. (2) The reactants are: [CH2:1]([O:8][C:9]1[CH:10]=[C:11]2[C:15](=[CH:16][CH:17]=1)[N:14]([CH2:18][CH2:19][CH2:20][O:21][C:22]1[C:31]3[C:26](=[CH:27][CH:28]=[CH:29][CH:30]=3)[CH:25]=[CH:24][CH:23]=1)[C:13]([C:32]([O:34][CH2:35][CH3:36])=[O:33])=[C:12]2Br)[C:2]1[CH:7]=[CH:6][CH:5]=[CH:4][CH:3]=1.[F:38][C:39]([F:50])([F:49])[C:40]1[CH:45]=[CH:44][CH:43]=[CH:42][C:41]=1B(O)O.[F-].[Cs+]. Given the product [CH2:1]([O:8][C:9]1[CH:10]=[C:11]2[C:15](=[CH:16][CH:17]=1)[N:14]([CH2:18][CH2:19][CH2:20][O:21][C:22]1[C:31]3[C:26](=[CH:27][CH:28]=[CH:29][CH:30]=3)[CH:25]=[CH:24][CH:23]=1)[C:13]([C:32]([O:34][CH2:35][CH3:36])=[O:33])=[C:12]2[C:41]1[CH:42]=[CH:43][CH:44]=[CH:45][C:40]=1[C:39]([F:50])([F:49])[F:38])[C:2]1[CH:7]=[CH:6][CH:5]=[CH:4][CH:3]=1, predict the reactants needed to synthesize it. (3) Given the product [Br:21][C:2]1[C:11]2[C:6](=[C:7]([CH3:14])[CH:8]=[C:9]([O:12][CH3:13])[CH:10]=2)[N:5]=[CH:4][C:3]=1[C:15]([O:17][CH2:18][CH3:19])=[O:16], predict the reactants needed to synthesize it. The reactants are: O[C:2]1[C:11]2[C:6](=[C:7]([CH3:14])[CH:8]=[C:9]([O:12][CH3:13])[CH:10]=2)[N:5]=[CH:4][C:3]=1[C:15]([O:17][CH2:18][CH3:19])=[O:16].P(Br)(Br)[Br:21].C(=O)([O-])[O-].[Na+].[Na+].